Predict the product of the given reaction. From a dataset of Forward reaction prediction with 1.9M reactions from USPTO patents (1976-2016). (1) Given the reactants [N+:1]([C:4]1[CH:5]=[C:6]([CH:16]=[CH:17][C:18]=1[N+:19]([O-])=O)[O:7][C:8]1[CH:13]=[CH:12][N:11]=[C:10]([S:14][CH3:15])[N:9]=1)([O-])=O, predict the reaction product. The product is: [CH3:15][S:14][C:10]1[N:9]=[C:8]([O:7][C:6]2[CH:5]=[C:4]([NH2:1])[C:18]([NH2:19])=[CH:17][CH:16]=2)[CH:13]=[CH:12][N:11]=1. (2) Given the reactants [CH:1]1([N:5]2[CH2:11][CH2:10][C:9]3[S:12][C:13]([CH:15]4[CH2:20][CH2:19][N:18]([C:21]5[CH:22]=[CH:23][C:24](C#N)=[N:25][CH:26]=5)[CH2:17][CH2:16]4)=[N:14][C:8]=3[CH2:7][CH2:6]2)[CH2:4][CH2:3][CH2:2]1.Cl.[CH:30]([OH:32])=[O:31], predict the reaction product. The product is: [CH:1]1([N:5]2[CH2:11][CH2:10][C:9]3[S:12][C:13]([CH:15]4[CH2:20][CH2:19][N:18]([C:21]5[CH:22]=[CH:23][C:24]([C:30]([OH:32])=[O:31])=[N:25][CH:26]=5)[CH2:17][CH2:16]4)=[N:14][C:8]=3[CH2:7][CH2:6]2)[CH2:2][CH2:3][CH2:4]1. (3) Given the reactants [NH2:1][N:2]1[CH:6]=[CH:5][C:4]([Br:7])=[C:3]1[C:8]([NH:10][C:11]1[CH:16]=[C:15]([F:17])[CH:14]=[C:13]([F:18])[CH:12]=1)=[O:9].[C:19]([O:23][C:24]([NH:26][C@@H:27]([CH2:31][CH3:32])[C:28](O)=[O:29])=[O:25])([CH3:22])([CH3:21])[CH3:20], predict the reaction product. The product is: [Br:7][C:4]1[CH:5]=[CH:6][N:2]([NH:1][C:28](=[O:29])[C@@H:27]([NH:26][C:24](=[O:25])[O:23][C:19]([CH3:21])([CH3:20])[CH3:22])[CH2:31][CH3:32])[C:3]=1[C:8](=[O:9])[NH:10][C:11]1[CH:16]=[C:15]([F:17])[CH:14]=[C:13]([F:18])[CH:12]=1.